Dataset: Reaction yield outcomes from USPTO patents with 853,638 reactions. Task: Predict the reaction yield, written as a fraction of the theoretical maximum amount of product (1.0 means a 100% yield; for example, 0.34 means a 34% yield). The reactants are [Cl:1][C:2]1[CH:10]=[CH:9][CH:8]=[C:7]2[C:3]=1[C:4]([C:17]([NH:19][CH2:20][CH:21]1[CH2:26][CH2:25][C:24]([F:28])([F:27])[CH2:23][CH2:22]1)=[O:18])=[CH:5][N:6]2[CH2:11][CH:12]1[CH2:16][CH2:15][CH2:14][NH:13]1.C(O[C:32]1(O[Si](C)(C)C)[CH2:34][CH2:33]1)C.[BH3-]C#N.[Na+].CC(O)=O.C([O-])(O)=O.[Na+]. The catalyst is CO. The product is [Cl:1][C:2]1[CH:10]=[CH:9][CH:8]=[C:7]2[C:3]=1[C:4]([C:17]([NH:19][CH2:20][CH:21]1[CH2:26][CH2:25][C:24]([F:28])([F:27])[CH2:23][CH2:22]1)=[O:18])=[CH:5][N:6]2[CH2:11][CH:12]1[CH2:16][CH2:15][CH2:14][N:13]1[CH:32]1[CH2:34][CH2:33]1. The yield is 0.270.